This data is from Forward reaction prediction with 1.9M reactions from USPTO patents (1976-2016). The task is: Predict the product of the given reaction. Given the reactants [CH:1](=[N:8][OH:9])[C:2]1[CH:7]=[CH:6][CH:5]=[N:4][CH:3]=1.ClN1C(=O)CCC1=O.[CH2:18]([NH:21][C:22](=[O:28])[O:23][C:24]([CH3:27])([CH3:26])[CH3:25])[C:19]#[CH:20].C(N(CC)CC)C, predict the reaction product. The product is: [N:4]1[CH:5]=[CH:6][CH:7]=[C:2]([C:1]2[CH:20]=[C:19]([CH2:18][NH:21][C:22](=[O:28])[O:23][C:24]([CH3:26])([CH3:25])[CH3:27])[O:9][N:8]=2)[CH:3]=1.